Dataset: NCI-60 drug combinations with 297,098 pairs across 59 cell lines. Task: Regression. Given two drug SMILES strings and cell line genomic features, predict the synergy score measuring deviation from expected non-interaction effect. (1) Drug 1: C1CC(=O)NC(=O)C1N2CC3=C(C2=O)C=CC=C3N. Drug 2: C(CC(=O)O)C(=O)CN.Cl. Cell line: HCT-15. Synergy scores: CSS=5.78, Synergy_ZIP=1.17, Synergy_Bliss=4.35, Synergy_Loewe=4.28, Synergy_HSA=4.32. (2) Drug 1: C1=CC(=CC=C1C#N)C(C2=CC=C(C=C2)C#N)N3C=NC=N3. Drug 2: CC1C(C(CC(O1)OC2CC(OC(C2O)C)OC3=CC4=CC5=C(C(=O)C(C(C5)C(C(=O)C(C(C)O)O)OC)OC6CC(C(C(O6)C)O)OC7CC(C(C(O7)C)O)OC8CC(C(C(O8)C)O)(C)O)C(=C4C(=C3C)O)O)O)O. Cell line: UACC-257. Synergy scores: CSS=23.4, Synergy_ZIP=1.59, Synergy_Bliss=2.86, Synergy_Loewe=2.24, Synergy_HSA=1.07. (3) Drug 1: CC12CCC3C(C1CCC2=O)CC(=C)C4=CC(=O)C=CC34C. Drug 2: N.N.Cl[Pt+2]Cl. Cell line: RXF 393. Synergy scores: CSS=16.9, Synergy_ZIP=0.387, Synergy_Bliss=-1.12, Synergy_Loewe=-2.80, Synergy_HSA=-0.302. (4) Drug 2: CN(CCCl)CCCl.Cl. Cell line: PC-3. Synergy scores: CSS=26.2, Synergy_ZIP=-12.1, Synergy_Bliss=-10.8, Synergy_Loewe=-19.1, Synergy_HSA=-5.78. Drug 1: CC1CCC2CC(C(=CC=CC=CC(CC(C(=O)C(C(C(=CC(C(=O)CC(OC(=O)C3CCCCN3C(=O)C(=O)C1(O2)O)C(C)CC4CCC(C(C4)OC)OCCO)C)C)O)OC)C)C)C)OC.